From a dataset of M1 muscarinic receptor antagonist screen with 61,756 compounds. Binary Classification. Given a drug SMILES string, predict its activity (active/inactive) in a high-throughput screening assay against a specified biological target. (1) The compound is O=C(NC1CCCCC1)Cc1ccc(n2cccc2)cc1. The result is 0 (inactive). (2) The drug is S(=O)(=O)(N1CCC(CC1)C(=O)Nc1ccc(cc1)C(=O)C)c1c2ncccc2ccc1. The result is 0 (inactive). (3) The compound is O=c1n(c2c(c3n1nc(n3)C)cccc2)CC#N. The result is 0 (inactive). (4) The molecule is Brc1cc2c(N(CC2)C(=O)CC)c(S(=O)(=O)CC(OC)=O)c1. The result is 0 (inactive).